This data is from Peptide-MHC class I binding affinity with 185,985 pairs from IEDB/IMGT. The task is: Regression. Given a peptide amino acid sequence and an MHC pseudo amino acid sequence, predict their binding affinity value. This is MHC class I binding data. The peptide sequence is SPLPITLKY. The MHC is HLA-B46:01 with pseudo-sequence HLA-B46:01. The binding affinity (normalized) is 0.0847.